Dataset: Catalyst prediction with 721,799 reactions and 888 catalyst types from USPTO. Task: Predict which catalyst facilitates the given reaction. (1) Reactant: [Cl:1][C:2]1[CH:3]=[C:4]([N+:9]([O-:11])=[O:10])[CH:5]=[CH:6][C:7]=1F.[C:12]([O:16][C:17]([N:19]1[CH2:24][CH2:23][NH:22][CH2:21][CH2:20]1)=[O:18])([CH3:15])([CH3:14])[CH3:13].CN(C)C=O.O. Product: [C:12]([O:16][C:17]([N:19]1[CH2:24][CH2:23][N:22]([C:7]2[CH:6]=[CH:5][C:4]([N+:9]([O-:11])=[O:10])=[CH:3][C:2]=2[Cl:1])[CH2:21][CH2:20]1)=[O:18])([CH3:15])([CH3:13])[CH3:14]. The catalyst class is: 22. (2) Reactant: Br[C:2]1[CH:3]=[N:4][CH:5]=[C:6]2[C:11]=1[N:10]=[C:9]([C:12]([NH2:14])=[O:13])[CH:8]=[CH:7]2.[F:15][C:16]1[CH:17]=[C:18](B(O)O)[CH:19]=[C:20]([F:23])[C:21]=1[F:22].C(=O)([O-])[O-].[Cs+].[Cs+]. Product: [F:15][C:16]1[CH:17]=[C:18]([C:2]2[CH:3]=[N:4][CH:5]=[C:6]3[C:11]=2[N:10]=[C:9]([C:12]([NH2:14])=[O:13])[CH:8]=[CH:7]3)[CH:19]=[C:20]([F:23])[C:21]=1[F:22]. The catalyst class is: 688. (3) Reactant: O[CH:2]=[C:3]1[C:11]2[C:6](=[CH:7][C:8]([C:12]([C:14]3[CH:15]=[C:16]([NH:20][C:21]([C:23]4[N:24]([CH3:29])[N:25]=[C:26]([CH3:28])[CH:27]=4)=[O:22])[CH:17]=[CH:18][CH:19]=3)=[O:13])=[CH:9][CH:10]=2)[NH:5][C:4]1=[O:30].[N:31]1([CH2:36][C:37]2[CH:42]=[CH:41][C:40]([NH2:43])=[CH:39][CH:38]=2)[CH2:35][CH2:34][CH2:33][CH2:32]1. Product: [O:30]=[C:4]1[C:3](=[CH:2][NH:43][C:40]2[CH:39]=[CH:38][C:37]([CH2:36][N:31]3[CH2:35][CH2:34][CH2:33][CH2:32]3)=[CH:42][CH:41]=2)[C:11]2[C:6](=[CH:7][C:8]([C:12]([C:14]3[CH:15]=[C:16]([NH:20][C:21]([C:23]4[N:24]([CH3:29])[N:25]=[C:26]([CH3:28])[CH:27]=4)=[O:22])[CH:17]=[CH:18][CH:19]=3)=[O:13])=[CH:9][CH:10]=2)[NH:5]1. The catalyst class is: 1. (4) Reactant: [CH2:1]([O:8][C:9]([NH:11][CH2:12][CH2:13][CH2:14][CH2:15][C:16]1[CH:17]=[C:18]([C:22]2[CH:27]=[CH:26][C:25]([CH2:28]O)=[CH:24][CH:23]=2)[CH:19]=[CH:20][CH:21]=1)=[O:10])[C:2]1[CH:7]=[CH:6][CH:5]=[CH:4][CH:3]=1.[C:30]1(=[O:40])[NH:34][C:33](=[O:35])[C:32]2=[CH:36][CH:37]=[CH:38][CH:39]=[C:31]12.C1(P(C2C=CC=CC=2)C2C=CC=CC=2)C=CC=CC=1.N(C(OC(C)C)=O)=NC(OC(C)C)=O. Product: [CH2:1]([O:8][C:9]([NH:11][CH2:12][CH2:13][CH2:14][CH2:15][C:16]1[CH:17]=[C:18]([C:22]2[CH:23]=[CH:24][C:25]([CH2:28][N:34]3[C:30](=[O:40])[C:31]4=[CH:39][CH:38]=[CH:37][CH:36]=[C:32]4[C:33]3=[O:35])=[CH:26][CH:27]=2)[CH:19]=[CH:20][CH:21]=1)=[O:10])[C:2]1[CH:3]=[CH:4][CH:5]=[CH:6][CH:7]=1. The catalyst class is: 7.